Dataset: Reaction yield outcomes from USPTO patents with 853,638 reactions. Task: Predict the reaction yield, written as a fraction of the theoretical maximum amount of product (1.0 means a 100% yield; for example, 0.34 means a 34% yield). (1) The reactants are [F:1][C:2]1[CH:7]=[CH:6][C:5]([NH2:8])=[CH:4][CH:3]=1.Br[CH2:10][CH:11]=[CH2:12].C([O-])([O-])=O.[K+].[K+].O. The catalyst is C1COCC1.CCOC(C)=O. The product is [CH2:12]([NH:8][C:5]1[CH:6]=[CH:7][C:2]([F:1])=[CH:3][CH:4]=1)[CH:11]=[CH2:10]. The yield is 0.470. (2) The product is [F:18][C:19]([F:29])([F:30])[O:20][C:21]1[CH:28]=[CH:27][C:24]([CH2:25][N:1]2[CH2:6][CH2:5][C:4]3([CH2:12][CH2:11][C:10](=[O:13])[C:9]4[CH:14]=[CH:15][CH:16]=[CH:17][C:8]=4[NH:7]3)[CH2:3][CH2:2]2)=[CH:23][CH:22]=1. The catalyst is C1COCC1. The reactants are [NH:1]1[CH2:6][CH2:5][C:4]2([CH2:12][CH2:11][C:10](=[O:13])[C:9]3[CH:14]=[CH:15][CH:16]=[CH:17][C:8]=3[NH:7]2)[CH2:3][CH2:2]1.[F:18][C:19]([F:30])([F:29])[O:20][C:21]1[CH:28]=[CH:27][C:24]([CH2:25]Br)=[CH:23][CH:22]=1. The yield is 0.680. (3) The reactants are [Br:1][C:2]1[C:3]([O:12][CH3:13])=[C:4]([O:10][CH3:11])[CH:5]=[C:6]([CH:9]=1)[CH:7]=O.[C:14](#[N:18])[CH2:15][C:16]#[N:17].N1CCCCC1.[NH2:25][C:26]1[C:31]([NH2:32])=[CH:30][CH:29]=[CH:28][C:27]=1[OH:33]. The catalyst is C(O)C.O. The product is [C:16]([C:15]1[CH:7]([C:6]2[CH:5]=[C:4]([O:10][CH3:11])[C:3]([O:12][CH3:13])=[C:2]([Br:1])[CH:9]=2)[C:28]2[C:27](=[C:26]([NH2:25])[C:31]([NH2:32])=[CH:30][CH:29]=2)[O:33][C:14]=1[NH2:18])#[N:17]. The yield is 0.850. (4) The reactants are CO[C:3](=[O:26])[C:4]1[CH:9]=[CH:8][C:7]([O:10][CH2:11][C:12]2[C:13]([C:18]3[CH:23]=[CH:22][C:21]([F:24])=[C:20]([F:25])[CH:19]=3)=[N:14][O:15][C:16]=2[CH3:17])=[N:6][CH:5]=1.[NH2:27][CH2:28][C:29]([CH3:32])([OH:31])[CH3:30]. No catalyst specified. The product is [F:25][C:20]1[CH:19]=[C:18]([C:13]2[C:12]([CH2:11][O:10][C:7]3[CH:8]=[CH:9][C:4]([C:3]([NH:27][CH2:28][C:29]([OH:31])([CH3:32])[CH3:30])=[O:26])=[CH:5][N:6]=3)=[C:16]([CH3:17])[O:15][N:14]=2)[CH:23]=[CH:22][C:21]=1[F:24]. The yield is 0.170. (5) The reactants are [CH3:1][O:2][C:3]1[N:8]=[CH:7][C:6]([NH2:9])=[CH:5][CH:4]=1.C[Si]([N-][Si](C)(C)C)(C)C.[Li+].[Cl:20][C:21]1[CH:22]=[C:23]([C:28]2[N:36]=[C:35]([CH3:37])[N:34]=[C:33]3[C:29]=2[N:30]=[CH:31][N:32]3[CH:38]2[CH2:43][CH2:42][CH2:41][CH2:40][O:39]2)[C:24](F)=[N:25][CH:26]=1. The catalyst is C1COCC1.C(Cl)Cl.[Cl-].[Na+].O. The product is [Cl:20][C:21]1[CH:22]=[C:23]([C:28]2[N:36]=[C:35]([CH3:37])[N:34]=[C:33]3[C:29]=2[N:30]=[CH:31][N:32]3[CH:38]2[CH2:43][CH2:42][CH2:41][CH2:40][O:39]2)[C:24]([NH:9][C:6]2[CH:7]=[N:8][C:3]([O:2][CH3:1])=[CH:4][CH:5]=2)=[N:25][CH:26]=1. The yield is 0.910. (6) The reactants are [C:1]([O:5][C:6]([N:8]1[CH2:12][CH2:11][CH2:10][CH:9]1[C:13]1[NH:14][C:15]([C:20]2[CH:25]=[CH:24][C:23](Br)=[CH:22][CH:21]=2)([CH3:19])[C:16](=[O:18])[N:17]=1)=[O:7])([CH3:4])([CH3:3])[CH3:2].[B:27]1([B:27]2[O:31][C:30]([CH3:33])([CH3:32])[C:29]([CH3:35])([CH3:34])[O:28]2)[O:31][C:30]([CH3:33])([CH3:32])[C:29]([CH3:35])([CH3:34])[O:28]1.C([O-])(=O)C.[K+]. The catalyst is C1C=CC([P]([Pd]([P](C2C=CC=CC=2)(C2C=CC=CC=2)C2C=CC=CC=2)([P](C2C=CC=CC=2)(C2C=CC=CC=2)C2C=CC=CC=2)[P](C2C=CC=CC=2)(C2C=CC=CC=2)C2C=CC=CC=2)(C2C=CC=CC=2)C2C=CC=CC=2)=CC=1.O1CCOCC1. The product is [C:1]([O:5][C:6]([N:8]1[CH2:12][CH2:11][CH2:10][CH:9]1[C:13]1[NH:14][C:15]([CH3:19])([C:20]2[CH:25]=[CH:24][C:23]([B:27]3[O:31][C:30]([CH3:33])([CH3:32])[C:29]([CH3:35])([CH3:34])[O:28]3)=[CH:22][CH:21]=2)[C:16](=[O:18])[N:17]=1)=[O:7])([CH3:4])([CH3:3])[CH3:2]. The yield is 0.790. (7) The catalyst is [Pd].C1COCC1. The product is [C:15]1(=[O:24])[C:16]2[C:21](=[CH:20][CH:19]=[CH:18][CH:17]=2)[C:22](=[O:23])[NH:14]1. The yield is 0.160. The reactants are NC1C=C(/C=C/[N:14]2[C:22](=[O:23])[C:21]3[C:16](=[CH:17][CH:18]=[CH:19][CH:20]=3)[C:15]2=[O:24])C=C(C(F)(F)F)C=1.[H][H]. (8) The reactants are [CH2:1]([O:3][C:4]([C:6]1[C:7]2[C:15]([CH3:16])=[N:14][NH:13][C:8]=2[N:9]=[C:10](O)[CH:11]=1)=[O:5])[CH3:2].P(Br)(Br)([Br:19])=O.C([O-])(=O)C.[K+]. The catalyst is C1(C)C=CC=CC=1.O. The product is [CH2:1]([O:3][C:4]([C:6]1[C:7]2[C:15]([CH3:16])=[N:14][NH:13][C:8]=2[N:9]=[C:10]([Br:19])[CH:11]=1)=[O:5])[CH3:2]. The yield is 0.260.